This data is from Full USPTO retrosynthesis dataset with 1.9M reactions from patents (1976-2016). The task is: Predict the reactants needed to synthesize the given product. (1) Given the product [ClH:24].[C:1]([C:3]1[CH:4]=[CH:5][C:6]([CH2:7][C:8]2([OH:21])[CH2:9][CH2:10][NH:11][CH2:12][CH2:13]2)=[CH:22][CH:23]=1)#[N:2], predict the reactants needed to synthesize it. The reactants are: [C:1]([C:3]1[CH:23]=[CH:22][C:6]([CH2:7][C:8]2([OH:21])[CH2:13][CH2:12][N:11](C(OC(C)(C)C)=O)[CH2:10][CH2:9]2)=[CH:5][CH:4]=1)#[N:2].[ClH:24].O1CCOCC1. (2) Given the product [NH2:8][CH2:9][C:10]([NH:12][C:13]1[CH:18]=[CH:17][CH:16]=[CH:15][C:14]=1[NH:19][C:20]([C:22]1[CH:27]=[CH:26][C:25]([CH2:28][NH:29][C:30]([O:32][CH2:33][C:34]2[CH:35]=[N:36][CH:37]=[CH:38][CH:39]=2)=[O:31])=[CH:24][CH:23]=1)=[O:21])=[O:11], predict the reactants needed to synthesize it. The reactants are: C(OC([NH:8][CH2:9][C:10]([NH:12][C:13]1[CH:18]=[CH:17][CH:16]=[CH:15][C:14]=1[NH:19][C:20]([C:22]1[CH:27]=[CH:26][C:25]([CH2:28][NH:29][C:30]([O:32][CH2:33][C:34]2[CH:35]=[N:36][CH:37]=[CH:38][CH:39]=2)=[O:31])=[CH:24][CH:23]=1)=[O:21])=[O:11])=O)(C)(C)C.C(O)(C(F)(F)F)=O. (3) Given the product [CH2:1]([C:8]1[CH:9]=[N:10][C:11]2[C:16]([C:17]=1[C:18]1[CH:19]=[C:20]([NH:24][CH2:32][C:31]3[CH:34]=[CH:35][CH:36]=[C:37]([C:38]([F:39])([F:41])[F:40])[C:30]=3[F:29])[CH:21]=[CH:22][CH:23]=1)=[CH:15][CH:14]=[CH:13][C:12]=2[C:25]([F:28])([F:26])[F:27])[C:2]1[CH:3]=[CH:4][CH:5]=[CH:6][CH:7]=1, predict the reactants needed to synthesize it. The reactants are: [CH2:1]([C:8]1[CH:9]=[N:10][C:11]2[C:16]([C:17]=1[C:18]1[CH:19]=[C:20]([NH2:24])[CH:21]=[CH:22][CH:23]=1)=[CH:15][CH:14]=[CH:13][C:12]=2[C:25]([F:28])([F:27])[F:26])[C:2]1[CH:7]=[CH:6][CH:5]=[CH:4][CH:3]=1.[F:29][C:30]1[C:37]([C:38]([F:41])([F:40])[F:39])=[CH:36][CH:35]=[CH:34][C:31]=1[CH:32]=O. (4) Given the product [C:7](=[O:9])([S:10][CH2:2][C:3]([OH:5])([CH3:6])[CH3:4])[CH3:8], predict the reactants needed to synthesize it. The reactants are: Cl[CH2:2][C:3]([CH3:6])([OH:5])[CH3:4].[C:7](=[S:10])([O-:9])[CH3:8].[K+].O. (5) Given the product [CH2:20]([N:7]1[C:8]2[C:4](=[CH:3][C:2]([NH2:1])=[C:10]([NH2:11])[CH:9]=2)[C:5]([CH3:14])([CH3:13])[C:6]1=[O:12])[CH:19]=[CH2:18], predict the reactants needed to synthesize it. The reactants are: [NH2:1][C:2]1[CH:3]=[C:4]2[C:8](=[CH:9][C:10]=1[NH2:11])[NH:7][C:6](=[O:12])[C:5]2([CH3:14])[CH3:13].[H-].[Na+].Br[CH2:18][CH:19]=[CH2:20].O. (6) The reactants are: [CH:1]1([C:4]2[N:5]=[C:6]3[C:12]([C:13]([OH:15])=O)=[CH:11][NH:10][C:7]3=[N:8][CH:9]=2)[CH2:3][CH2:2]1.Cl.[NH2:17][C@H:18]([CH:23]1[CH2:25][CH2:24]1)[C:19]([CH3:22])([OH:21])[CH3:20].C(Cl)CCl.C1C=CC2N(O)N=NC=2C=1.CCN(C(C)C)C(C)C. Given the product [CH:23]1([C@@H:18]([NH:17][C:13]([C:12]2[C:6]3[C:7](=[N:8][CH:9]=[C:4]([CH:1]4[CH2:2][CH2:3]4)[N:5]=3)[NH:10][CH:11]=2)=[O:15])[C:19]([OH:21])([CH3:22])[CH3:20])[CH2:25][CH2:24]1, predict the reactants needed to synthesize it.